The task is: Predict the reaction yield, written as a fraction of the theoretical maximum amount of product (1.0 means a 100% yield; for example, 0.34 means a 34% yield).. This data is from Reaction yield outcomes from USPTO patents with 853,638 reactions. (1) The reactants are [F:1][C:2]1[CH:3]=[C:4](/[CH:16]=[C:17](\[CH3:30])/[CH2:18][N:19]2C(=O)C3C(=CC=CC=3)C2=O)[CH:5]=[C:6]([F:15])[C:7]=1[O:8][C:9]1[CH:14]=[CH:13][CH:12]=[CH:11][CH:10]=1.O.NN. The catalyst is CO. The product is [F:1][C:2]1[CH:3]=[C:4](/[CH:16]=[C:17](\[CH3:30])/[CH2:18][NH2:19])[CH:5]=[C:6]([F:15])[C:7]=1[O:8][C:9]1[CH:14]=[CH:13][CH:12]=[CH:11][CH:10]=1. The yield is 0.710. (2) The reactants are [OH:1][C:2]1[CH:9]=[CH:8][CH:7]=[CH:6][C:3]=1[CH2:4]O.[P:10]([O:17]CC)([O:14][CH2:15][CH3:16])[O:11][CH2:12][CH3:13]. The catalyst is CC1C=CC=CC=1C. The product is [OH:1][C:2]1[CH:9]=[CH:8][CH:7]=[CH:6][C:3]=1[CH2:4][P:10](=[O:17])([O:14][CH2:15][CH3:16])[O:11][CH2:12][CH3:13]. The yield is 0.900.